From a dataset of Full USPTO retrosynthesis dataset with 1.9M reactions from patents (1976-2016). Predict the reactants needed to synthesize the given product. (1) Given the product [C:1]([C:5]1[N:6]=[C:7]([N:16]2[CH2:20][CH2:19][C:18]([F:21])([F:22])[CH2:17]2)[C:8]2[N:13]=[N:12][N:11]([CH2:14][C:15]3[C:46]([C:53]([F:55])([F:56])[F:54])=[CH:47][CH:48]=[C:49]([Cl:52])[C:50]=3[Cl:51])[C:9]=2[N:10]=1)([CH3:2])([CH3:3])[CH3:4], predict the reactants needed to synthesize it. The reactants are: [C:1]([C:5]1[N:6]=[C:7]([N:16]2[CH2:20][CH2:19][C:18]([F:22])([F:21])[CH2:17]2)[C:8]2[N:13]=[N:12][N:11]([CH2:14][CH3:15])[C:9]=2[N:10]=1)([CH3:4])([CH3:3])[CH3:2].C(C1N=C(N2CCC(F)(F)C2)C2N=NNC=2N=1)(C)(C)C.BrCC1[C:50]([Cl:51])=[C:49]([Cl:52])[CH:48]=[CH:47][C:46]=1[C:53]([F:56])([F:55])[F:54]. (2) The reactants are: Br[CH2:2][C:3]([C:5]1[CH:10]=[CH:9][N:8]=[C:7]([Cl:11])[CH:6]=1)=O.[CH3:12][C:13]1[CH:14]=[C:15]([NH:19][C:20]([NH2:22])=[S:21])[CH:16]=[CH:17][CH:18]=1.N. Given the product [Cl:11][C:7]1[CH:6]=[C:5]([C:3]2[N:22]=[C:20]([NH:19][C:15]3[CH:16]=[CH:17][CH:18]=[C:13]([CH3:12])[CH:14]=3)[S:21][CH:2]=2)[CH:10]=[CH:9][N:8]=1, predict the reactants needed to synthesize it. (3) Given the product [CH:8]1([NH:7][C:5](=[O:6])[C:4]2[CH:13]=[C:14]([NH:16][C:22]([CH:17]3[CH2:21][CH2:20][CH2:19][CH2:18]3)=[O:23])[CH:15]=[C:2]([NH:1][C:30]([CH:29]3[CH2:36][CH2:35][CH2:27][CH2:28]3)=[O:31])[CH:3]=2)[CH2:9][CH2:10][CH2:11][CH2:12]1, predict the reactants needed to synthesize it. The reactants are: [NH2:1][C:2]1[CH:3]=[C:4]([CH:13]=[C:14]([NH2:16])[CH:15]=1)[C:5]([NH:7][CH:8]1[CH2:12][CH2:11][CH2:10][CH2:9]1)=[O:6].[CH:17]1([C:22](Cl)=[O:23])[CH2:21][CH2:20][CH2:19][CH2:18]1.CN1[C:30](=[O:31])[CH2:29][CH2:28][CH2:27]1.[Li+].[Cl-].N1C=CC=[CH:36][CH:35]=1. (4) Given the product [C:1]1([S:7]([C:10]2[CH:19]=[C:18]3[C:13]([CH:14]([C:21]#[N:22])[CH2:15][CH2:16][O:17]3)=[CH:12][CH:11]=2)(=[O:9])=[O:8])[CH:6]=[CH:5][CH:4]=[CH:3][CH:2]=1, predict the reactants needed to synthesize it. The reactants are: [C:1]1([S:7]([C:10]2[CH:19]=[C:18]3[C:13]([C:14](=O)[CH2:15][CH2:16][O:17]3)=[CH:12][CH:11]=2)(=[O:9])=[O:8])[CH:6]=[CH:5][CH:4]=[CH:3][CH:2]=1.[C:21](P(=O)(OCC)OCC)#[N:22].[C-]#N.[Li+].O.